From a dataset of Forward reaction prediction with 1.9M reactions from USPTO patents (1976-2016). Predict the product of the given reaction. (1) Given the reactants FC1C=C(CN)C=NC=1.[O:10]1[CH:14]=[CH:13][N:12]=[C:11]1[CH2:15][NH2:16].[CH:17]1([CH2:20][N:21]2[CH2:25][CH2:24][N:23]([C:26]3[S:27][C:28]([C:32](O)=[O:33])=[C:29]([CH3:31])[N:30]=3)[C:22]2=[O:35])[CH2:19][CH2:18]1, predict the reaction product. The product is: [CH:17]1([CH2:20][N:21]2[CH2:25][CH2:24][N:23]([C:26]3[S:27][C:28]([C:32]([NH:16][CH2:15][C:11]4[O:10][CH:14]=[CH:13][N:12]=4)=[O:33])=[C:29]([CH3:31])[N:30]=3)[C:22]2=[O:35])[CH2:18][CH2:19]1. (2) Given the reactants C[Si]([CH:5](P(OCC)(OCC)=O)[C:6]([O-:8])=[O:7])(C)C.C([Li])CCC.[CH3:22][O:23][CH2:24][O:25][C:26]1[CH:31]=[C:30]([O:32][CH2:33][O:34][CH3:35])[CH:29]=[CH:28][C:27]=1[CH:36]1[CH2:41][CH2:40][C:39](=O)[CH2:38][CH2:37]1.[OH-].[Na+], predict the reaction product. The product is: [CH3:22][O:23][CH2:24][O:25][C:26]1[CH:31]=[C:30]([O:32][CH2:33][O:34][CH3:35])[CH:29]=[CH:28][C:27]=1[CH:36]1[CH2:41][CH2:40][C:39](=[CH:5][C:6]([OH:8])=[O:7])[CH2:38][CH2:37]1. (3) The product is: [F:1][C:2]1[CH:7]=[CH:6][C:5]([F:8])=[CH:4][C:3]=1[C:9]1[N:13]=[C:12]([C@H:14]([NH2:19])[C:15]([CH3:18])([CH3:16])[CH3:17])[N:11]([CH2:27][C:28]2[CH:33]=[CH:32][CH:31]=[C:30]([F:34])[CH:29]=2)[N:10]=1. Given the reactants [F:1][C:2]1[CH:7]=[CH:6][C:5]([F:8])=[CH:4][C:3]=1[C:9]1[N:13]=[C:12]([C@H:14]([NH:19]C(=O)OC(C)(C)C)[C:15]([CH3:18])([CH3:17])[CH3:16])[N:11]([CH2:27][C:28]2[CH:33]=[CH:32][CH:31]=[C:30]([F:34])[CH:29]=2)[N:10]=1.C(O)(C(F)(F)F)=O, predict the reaction product. (4) The product is: [Cl:1][C:2]1[CH:9]=[C:8]([O:10][C:12]2[CH:13]=[CH:14][C:15]([CH:19]=[O:20])=[C:16]([CH3:18])[N:17]=2)[CH:7]=[CH:6][C:3]=1[C:4]#[N:5]. Given the reactants [Cl:1][C:2]1[CH:9]=[C:8]([OH:10])[CH:7]=[CH:6][C:3]=1[C:4]#[N:5].Br[C:12]1[N:17]=[C:16]([CH3:18])[C:15]([CH:19]=[O:20])=[CH:14][CH:13]=1.C([O-])([O-])=O.[K+].[K+], predict the reaction product.